Dataset: Forward reaction prediction with 1.9M reactions from USPTO patents (1976-2016). Task: Predict the product of the given reaction. (1) Given the reactants Cl[C:2]1[CH:7]=[C:6]([C:8]2[CH:9]=[N:10][C:11]([C:14]([F:17])([F:16])[F:15])=[N:12][CH:13]=2)[N:5]=[CH:4][N:3]=1.[CH3:18][N:19](C)C=O, predict the reaction product. The product is: [F:15][C:14]([F:17])([F:16])[C:11]1[N:10]=[CH:9][C:8]([C:6]2[CH:7]=[C:2]([C:18]#[N:19])[N:3]=[CH:4][N:5]=2)=[CH:13][N:12]=1. (2) Given the reactants [CH:1]1([C:5]2[C:14]3[C:13](=O)[NH:12][C:11]([C:16]4[C:24]5[C:23]6[CH:25]=[C:26]([F:29])[CH:27]=[N:28][C:22]=6[NH:21][C:20]=5[N:19]=[CH:18][CH:17]=4)=[N:10][C:9]=3[CH:8]=[N:7][CH:6]=2)[CH2:4][CH2:3][CH2:2]1.C(C1C=C(C(C)C)C=C(C(C)C)C=1S(Cl)(=O)=O)(C)C.[N:49]1(C(OC(C)(C)C)=O)[CH2:54][CH2:53][NH:52][CH2:51][CH2:50]1.FC(F)(F)C(O)=O, predict the reaction product. The product is: [CH:1]1([C:5]2[C:14]3[C:13]([N:49]4[CH2:54][CH2:53][NH:52][CH2:51][CH2:50]4)=[N:12][C:11]([C:16]4[C:24]5[C:23]6[CH:25]=[C:26]([F:29])[CH:27]=[N:28][C:22]=6[NH:21][C:20]=5[N:19]=[CH:18][CH:17]=4)=[N:10][C:9]=3[CH:8]=[N:7][CH:6]=2)[CH2:4][CH2:3][CH2:2]1. (3) The product is: [CH3:1][C@H:2]1[NH:13][C:12](=[O:14])[CH2:11][CH2:10][CH2:9][CH2:8][CH2:7][C@@H:6]([CH3:15])[C:5](=[O:16])[O:4][CH2:3]1. Given the reactants [CH3:1][C@H:2]1[NH:13][C:12](=[O:14])[CH2:11][CH2:10][CH:9]=[CH:8][CH2:7][C@@H:6]([CH3:15])[C:5](=[O:16])[O:4][CH2:3]1, predict the reaction product. (4) Given the reactants [CH3:1][O:2][C:3]1[CH:11]=[CH:10][C:9]2[NH:8][C:7]3[CH:12]=[N:13][N:14]([CH2:17][C:18]([N:20]([CH3:31])[C:21]4[CH:30]=[CH:29][C:24]5[N:25]=[C:26]([CH3:28])[O:27][C:23]=5[CH:22]=4)=[O:19])[C:15](=[O:16])[C:6]=3[C:5]=2[CH:4]=1.[Li+].C[Si]([N-][Si](C)(C)C)(C)C.[F:42][C:43]1[CH:50]=[CH:49][C:46]([CH2:47]Br)=[CH:45][CH:44]=1, predict the reaction product. The product is: [F:42][C:43]1[CH:50]=[CH:49][C:46]([CH2:47][N:8]2[C:9]3[CH:10]=[CH:11][C:3]([O:2][CH3:1])=[CH:4][C:5]=3[C:6]3[C:15](=[O:16])[N:14]([CH2:17][C:18]([N:20]([CH3:31])[C:21]4[CH:30]=[CH:29][C:24]5[N:25]=[C:26]([CH3:28])[O:27][C:23]=5[CH:22]=4)=[O:19])[N:13]=[CH:12][C:7]2=3)=[CH:45][CH:44]=1. (5) Given the reactants [NH:1]1[C:9]2[CH2:8][CH2:7][CH2:6][CH2:5][C:4]=2[C:3]([C:10]([OH:12])=[O:11])=[N:2]1.[Br:13][C:14]1[CH:19]=[C:18](F)[CH:17]=[CH:16][N:15]=1, predict the reaction product. The product is: [Br:13][C:14]1[CH:19]=[C:18]([N:1]2[C:9]3[CH2:8][CH2:7][CH2:6][CH2:5][C:4]=3[C:3]([C:10]([OH:12])=[O:11])=[N:2]2)[CH:17]=[CH:16][N:15]=1. (6) Given the reactants [NH2:1][C@H:2]([CH2:5][CH3:6])[CH2:3][OH:4].Br[CH2:8][CH2:9][CH2:10][CH2:11]Br.C([O-])([O-])=O.[K+].[K+], predict the reaction product. The product is: [N:1]1([C@H:2]([CH2:5][CH3:6])[CH2:3][OH:4])[CH2:11][CH2:10][CH2:9][CH2:8]1. (7) Given the reactants [O:1]1[CH2:6][CH:5]=[C:4]([C:7]2[CH:12]=[C:11]([OH:13])[CH:10]=[CH:9][C:8]=2[C:14]2[CH:19]=[C:18]([O:20][CH3:21])[CH:17]=[CH:16][C:15]=2[F:22])[CH2:3][CH2:2]1, predict the reaction product. The product is: [F:22][C:15]1[CH:16]=[CH:17][C:18]([O:20][CH3:21])=[CH:19][C:14]=1[C:8]1[CH:9]=[CH:10][C:11]([OH:13])=[CH:12][C:7]=1[CH:4]1[CH2:3][CH2:2][O:1][CH2:6][CH2:5]1.